Dataset: Catalyst prediction with 721,799 reactions and 888 catalyst types from USPTO. Task: Predict which catalyst facilitates the given reaction. (1) Reactant: [Cl:1][C:2]1[N:7]=[C:6]([CH3:8])[C:5]([NH2:9])=[CH:4][CH:3]=1.[CH:10]1([CH:13]=O)[CH2:12][CH2:11]1.C(O[BH-](OC(=O)C)OC(=O)C)(=O)C.[Na+].C(O)(=O)C. Product: [Cl:1][C:2]1[N:7]=[C:6]([CH3:8])[C:5]([NH:9][CH2:13][CH:10]2[CH2:12][CH2:11]2)=[CH:4][CH:3]=1. The catalyst class is: 26. (2) Reactant: [C:1]([O:5][C:6](=[O:20])[N:7]([CH2:9][CH2:10][C@H:11]1[CH2:16][CH2:15][C@H:14]([CH2:17][C:18]#N)[CH2:13][CH2:12]1)[CH3:8])([CH3:4])([CH3:3])[CH3:2].CC(C[AlH]CC(C)C)C.Cl.CC[O:33]CC. Product: [C:1]([O:5][C:6](=[O:20])[N:7]([CH3:8])[CH2:9][CH2:10][C@H:11]1[CH2:16][CH2:15][C@H:14]([CH2:17][CH:18]=[O:33])[CH2:13][CH2:12]1)([CH3:4])([CH3:3])[CH3:2]. The catalyst class is: 2. (3) Reactant: [F:1][C:2]([F:39])([F:38])[CH:3]([CH:27](C(OCC)=O)[C:28]([O:30]CC)=[O:29])[NH:4][C:5]1[CH:10]=[CH:9][C:8]([O:11][C:12]2[CH:17]=[C:16]([NH:18][C:19]([N:21]3[CH2:25][CH2:24][CH2:23][CH2:22]3)=[O:20])[N:15]=[CH:14][N:13]=2)=[C:7]([F:26])[CH:6]=1.[OH-].[Na+]. Product: [F:39][C:2]([F:1])([F:38])[CH:3]([NH:4][C:5]1[CH:10]=[CH:9][C:8]([O:11][C:12]2[CH:17]=[C:16]([NH:18][C:19]([N:21]3[CH2:25][CH2:24][CH2:23][CH2:22]3)=[O:20])[N:15]=[CH:14][N:13]=2)=[C:7]([F:26])[CH:6]=1)[CH2:27][C:28]([OH:30])=[O:29]. The catalyst class is: 97. (4) Reactant: Cl[C:2]1[N:7]=[C:6]([N:8]2[CH2:13][CH2:12][O:11][CH2:10][CH2:9]2)[C:5]2[N:14]=[CH:15][NH:16][C:4]=2[CH:3]=1.[CH3:17][C:18]1[CH:24]=[CH:23][C:21]([NH2:22])=[CH:20][C:19]=1B1OC(C)(C)C(C)(C)O1.C([O-])([O-])=O.[Na+].[Na+].C(Cl)Cl. Product: [CH3:17][C:18]1[CH:24]=[CH:23][C:21]([NH2:22])=[CH:20][C:19]=1[C:2]1[N:7]=[C:6]([N:8]2[CH2:13][CH2:12][O:11][CH2:10][CH2:9]2)[C:5]2[N:14]=[CH:15][NH:16][C:4]=2[CH:3]=1. The catalyst class is: 438. (5) Reactant: Br[C:2]1[C:7](=[O:8])[N:6]([CH2:9][C:10]2[CH:15]=[CH:14][C:13]([C:16]3[C:17]([C:22]#[N:23])=[CH:18][CH:19]=[CH:20][CH:21]=3)=[CH:12][CH:11]=2)[C:5]([CH2:24][CH2:25][CH2:26][CH3:27])=[N:4][C:3]=1[CH:28]1[CH2:30][CH2:29]1.[CH3:31][CH:32]1[CH2:36][C:35]2[CH:37]=[C:38](B(O)O)[CH:39]=[CH:40][C:34]=2[O:33]1.C(=O)([O-])[O-].[Cs+].[Cs+]. Product: [CH2:24]([C:5]1[N:6]([CH2:9][C:10]2[CH:11]=[CH:12][C:13]([C:16]3[C:17]([C:22]#[N:23])=[CH:18][CH:19]=[CH:20][CH:21]=3)=[CH:14][CH:15]=2)[C:7](=[O:8])[C:2]([C:38]2[CH:39]=[CH:40][C:34]3[O:33][CH:32]([CH3:31])[CH2:36][C:35]=3[CH:37]=2)=[C:3]([CH:28]2[CH2:29][CH2:30]2)[N:4]=1)[CH2:25][CH2:26][CH3:27]. The catalyst class is: 439. (6) Reactant: [C:1]([O:5][C:6]([N:8]1[CH:13]([CH2:14][CH3:15])[CH2:12][CH:11]([NH2:16])[CH2:10][CH:9]1[CH2:17][C:18]1[CH:23]=[CH:22][CH:21]=[CH:20][CH:19]=1)=[O:7])([CH3:4])([CH3:3])[CH3:2].[Br:24][C:25]1[CH:26]=[N:27][C:28](Cl)=[N:29][CH:30]=1.C(N(CC)C(C)C)(C)C. Product: [C:1]([O:5][C:6]([N:8]1[CH:13]([CH2:14][CH3:15])[CH2:12][CH:11]([NH:16][C:28]2[N:29]=[CH:30][C:25]([Br:24])=[CH:26][N:27]=2)[CH2:10][CH:9]1[CH2:17][C:18]1[CH:19]=[CH:20][CH:21]=[CH:22][CH:23]=1)=[O:7])([CH3:2])([CH3:3])[CH3:4]. The catalyst class is: 3.